This data is from Reaction yield outcomes from USPTO patents with 853,638 reactions. The task is: Predict the reaction yield, written as a fraction of the theoretical maximum amount of product (1.0 means a 100% yield; for example, 0.34 means a 34% yield). (1) The reactants are [CH2:1]([N:4]1[CH2:9][CH2:8][N:7]([C:10]2[CH:15]=[CH:14][CH:13]=[CH:12][N:11]=2)[CH2:6][CH2:5]1)[C:2]#[CH:3].Br[C:17]1[C:18]([NH:25][CH2:26][C:27]([CH3:30])([CH3:29])[CH3:28])=[N:19][C:20]([C:23]#[N:24])=[N:21][CH:22]=1.C(N(CC)CC)C. The catalyst is CN(C=O)C.O.[Cu]I.Cl[Pd](Cl)([P](C1C=CC=CC=1)(C1C=CC=CC=1)C1C=CC=CC=1)[P](C1C=CC=CC=1)(C1C=CC=CC=1)C1C=CC=CC=1. The product is [CH3:28][C:27]([CH3:30])([CH3:29])[CH2:26][NH:25][C:18]1[C:17]([C:3]#[C:2][CH2:1][N:4]2[CH2:9][CH2:8][N:7]([C:10]3[CH:15]=[CH:14][CH:13]=[CH:12][N:11]=3)[CH2:6][CH2:5]2)=[CH:22][N:21]=[C:20]([C:23]#[N:24])[N:19]=1. The yield is 0.970. (2) The reactants are [CH3:1][C:2]([CH3:7])([CH3:6])[C:3]([NH2:5])=[O:4].C(Cl)(=O)[C:9](Cl)=[O:10].[CH3:14][C:15]1[N:20]=[C:19]([NH2:21])[CH:18]=[CH:17][C:16]=1[O:22][C:23]1[CH:28]=[CH:27][N:26]=[C:25]([C:29]2[CH:34]=[CH:33][C:32]([N:35]3[CH2:40][CH2:39][N:38]([CH3:41])[CH2:37][CH2:36]3)=[CH:31][CH:30]=2)[CH:24]=1.CCN(C(C)C)C(C)C. The catalyst is ClCCCl.O1CCOCC1. The product is [CH3:14][C:15]1[N:20]=[C:19]([NH:21][C:9]([NH:5][C:3](=[O:4])[C:2]([CH3:7])([CH3:6])[CH3:1])=[O:10])[CH:18]=[CH:17][C:16]=1[O:22][C:23]1[CH:28]=[CH:27][N:26]=[C:25]([C:29]2[CH:30]=[CH:31][C:32]([N:35]3[CH2:36][CH2:37][N:38]([CH3:41])[CH2:39][CH2:40]3)=[CH:33][CH:34]=2)[CH:24]=1. The yield is 0.560. (3) The reactants are C(=O)([O-])[O-].[K+].[K+].[Si:7]([O:14][C@@H:15]1[N:21]([C:22]([O:24][CH2:25][CH:26]=[CH2:27])=[O:23])[C:20]2[CH:28]=[C:29]([O:34][CH2:35][CH2:36][CH2:37][CH2:38][CH2:39]I)[C:30]([O:32][CH3:33])=[CH:31][C:19]=2[C:18](=[O:41])[N:17]2[CH:42]=[C:43]([CH3:45])[CH2:44][C@@H:16]12)([C:10]([CH3:13])([CH3:12])[CH3:11])([CH3:9])[CH3:8].[Si:46]([O:53][C@@H:54]1[N:60]([C:61]([O:63][CH2:64][C:65]2[CH:70]=[CH:69][C:68]([NH:71][NH:72][CH:73]([CH3:89])[C:74]([NH:76][CH:77]([CH:86]([CH3:88])[CH3:87])[C:78](=[O:85])[C:79]([O:81][CH2:82][CH:83]=[CH2:84])=[O:80])=[O:75])=[CH:67][CH:66]=2)=[O:62])[C:59]2[CH:90]=[C:91]([OH:96])[C:92]([O:94][CH3:95])=[CH:93][C:58]=2[C:57](=[O:97])[N:56]2[CH:98]=[C:99]([CH3:101])[CH2:100][C@@H:55]12)([C:49]([CH3:52])([CH3:51])[CH3:50])([CH3:48])[CH3:47]. The catalyst is CC(C)=O. The product is [CH2:82]([O:81][C:79](=[O:80])[C:78](=[O:85])[CH:77]([NH:76][C:74](=[O:75])[CH:73]([NH:72][NH:71][C:68]1[CH:67]=[CH:66][C:65]([CH2:64][O:63][C:61]([N:60]2[C:59]3[CH:90]=[C:91]([O:96][CH2:39][CH2:38][CH2:37][CH2:36][CH2:35][O:34][C:29]4[C:30]([O:32][CH3:33])=[CH:31][C:19]5[C:18](=[O:41])[N:17]6[CH:42]=[C:43]([CH3:45])[CH2:44][CH:16]6[C@H:15]([O:14][Si:7]([C:10]([CH3:13])([CH3:12])[CH3:11])([CH3:9])[CH3:8])[N:21]([C:22]([O:24][CH2:25][CH:26]=[CH2:27])=[O:23])[C:20]=5[CH:28]=4)[C:92]([O:94][CH3:95])=[CH:93][C:58]=3[C:57](=[O:97])[N:56]3[CH:98]=[C:99]([CH3:101])[CH2:100][CH:55]3[C@@H:54]2[O:53][Si:46]([C:49]([CH3:52])([CH3:51])[CH3:50])([CH3:47])[CH3:48])=[O:62])=[CH:70][CH:69]=1)[CH3:89])[CH:86]([CH3:87])[CH3:88])[CH:83]=[CH2:84]. The yield is 0.570. (4) The reactants are ClC(Cl)(OC(=O)[O:6][C:7]([Cl:10])(Cl)Cl)Cl.N1C=CC=CC=1.[F:19][C:20]([F:35])([F:34])[C:21]1[CH:22]=[C:23]([C:27]2([OH:33])[CH2:32][CH2:31][NH:30][CH2:29][CH2:28]2)[CH:24]=[CH:25][CH:26]=1. The catalyst is O1CCCC1. The product is [OH:33][C:27]1([C:23]2[CH:24]=[CH:25][CH:26]=[C:21]([C:20]([F:35])([F:19])[F:34])[CH:22]=2)[CH2:32][CH2:31][N:30]([C:7]([Cl:10])=[O:6])[CH2:29][CH2:28]1. The yield is 0.610. (5) The reactants are [OH:1][CH:2]1[CH2:5][N:4]([C:6]2[S:7][CH:8]=[C:9]([C:11](=[O:32])[N:12]([CH:29]([CH3:31])[CH3:30])[CH2:13][CH2:14][NH:15][C:16]([O:18][CH2:19][C:20]3[CH:25]=[CH:24][C:23]([N+:26]([O-:28])=[O:27])=[CH:22][CH:21]=3)=[O:17])[N:10]=2)[CH2:3]1.[CH3:33][S:34](Cl)(=[O:36])=[O:35].C(N(CC)CC)C. The catalyst is C(Cl)Cl. The product is [CH:29]([N:12]([CH2:13][CH2:14][NH:15][C:16]([O:18][CH2:19][C:20]1[CH:25]=[CH:24][C:23]([N+:26]([O-:28])=[O:27])=[CH:22][CH:21]=1)=[O:17])[C:11]([C:9]1[N:10]=[C:6]([N:4]2[CH2:5][CH:2]([O:1][S:34]([CH3:33])(=[O:36])=[O:35])[CH2:3]2)[S:7][CH:8]=1)=[O:32])([CH3:30])[CH3:31]. The yield is 0.460. (6) The reactants are O=P12OP3(OP(OP(O3)(O1)=O)(=O)O2)=O.[CH2:15]([C:17]1[CH:22]=[CH:21][C:20]([NH:23][CH2:24][CH2:25][C:26]([O:28]CC)=O)=[CH:19][CH:18]=1)[CH3:16].[OH-].[Na+]. The catalyst is CS(O)(=O)=O.CO. The product is [CH2:15]([C:17]1[CH:18]=[C:19]2[C:20](=[CH:21][CH:22]=1)[NH:23][CH2:24][CH2:25][C:26]2=[O:28])[CH3:16]. The yield is 0.280. (7) The yield is 0.330. The reactants are [C:1]([C:5]1[N:10]=[C:9]([O:11][C:12]2[C:17]([CH3:18])=[CH:16][C:15]([CH3:19])=[CH:14][C:13]=2[CH3:20])[C:8]([C:21]([NH:23][S:24]([C:27]2[CH:32]=[CH:31][CH:30]=[CH:29][C:28]=2[N+:33]([O-])=O)(=[O:26])=[O:25])=[O:22])=[CH:7][CH:6]=1)([CH3:4])([CH3:3])[CH3:2].[H][H]. The product is [NH2:33][C:28]1[CH:29]=[CH:30][CH:31]=[CH:32][C:27]=1[S:24]([NH:23][C:21]([C:8]1[C:9]([O:11][C:12]2[C:17]([CH3:18])=[CH:16][C:15]([CH3:19])=[CH:14][C:13]=2[CH3:20])=[N:10][C:5]([C:1]([CH3:4])([CH3:3])[CH3:2])=[CH:6][CH:7]=1)=[O:22])(=[O:25])=[O:26]. The catalyst is CCO.[Pd]. (8) The reactants are [S:1](=[O:30])(=[O:29])([O:3][CH2:4][C@H:5]1[CH2:9][C@@H:8]([NH:10][C:11]2[N:16]3[N:17]=[C:18]([C:20]4[CH:25]=[CH:24][CH:23]=[CH:22][N:21]=4)[CH:19]=[C:15]3[N:14]=[C:13](Cl)[CH:12]=2)[C@H:7]([OH:27])[C@@H:6]1[OH:28])[NH2:2]. The catalyst is CO.[Pd]. The product is [S:1](=[O:30])(=[O:29])([O:3][CH2:4][C@H:5]1[CH2:9][C@@H:8]([NH:10][C:11]2[N:16]3[N:17]=[C:18]([C:20]4[CH:25]=[CH:24][CH:23]=[CH:22][N:21]=4)[CH:19]=[C:15]3[N:14]=[CH:13][CH:12]=2)[C@H:7]([OH:27])[C@@H:6]1[OH:28])[NH2:2]. The yield is 0.220. (9) The reactants are [CH3:1][O:2][C:3](=[O:35])[CH2:4][NH:5][C:6]1[CH:11]=[CH:10][C:9]([CH2:12][N:13]2[CH:17]=[C:16]([C:18]3[CH:23]=[CH:22][C:21]([Cl:24])=[CH:20][C:19]=3[Cl:25])[N:15]=[C:14]2/[CH:26]=[CH:27]/[C:28]2[CH:33]=[CH:32][C:31](Br)=[CH:30][CH:29]=2)=[CH:8][CH:7]=1.[F:36][C:37]1[CH:42]=[CH:41][C:40]([C:43]([F:46])([F:45])[F:44])=[CH:39][C:38]=1B(O)O. No catalyst specified. The product is [CH3:1][O:2][C:3](=[O:35])[CH2:4][NH:5][C:6]1[CH:11]=[CH:10][C:9]([CH2:12][N:13]2[CH:17]=[C:16]([C:18]3[CH:23]=[CH:22][C:21]([Cl:24])=[CH:20][C:19]=3[Cl:25])[N:15]=[C:14]2/[CH:26]=[CH:27]/[C:28]2[CH:33]=[CH:32][C:31]([C:38]3[CH:39]=[C:40]([C:43]([F:45])([F:46])[F:44])[CH:41]=[CH:42][C:37]=3[F:36])=[CH:30][CH:29]=2)=[CH:8][CH:7]=1. The yield is 0.730.